From a dataset of Reaction yield outcomes from USPTO patents with 853,638 reactions. Predict the reaction yield, written as a fraction of the theoretical maximum amount of product (1.0 means a 100% yield; for example, 0.34 means a 34% yield). (1) The reactants are Br[C:2]1[CH:3]=[C:4]([C:9]([CH3:14])([CH3:13])[C:10](=[O:12])[CH3:11])[CH:5]=[CH:6][C:7]=1[F:8].[C:15]([Cu])#[N:16]. The catalyst is CN1C(=O)CCC1.CCOC(C)=O. The product is [F:8][C:7]1[CH:6]=[CH:5][C:4]([C:9]([CH3:14])([C:10](=[O:12])[CH3:11])[CH3:13])=[CH:3][C:2]=1[C:15]#[N:16]. The yield is 0.690. (2) The reactants are Cl[CH2:2][C:3]([NH:5][C:6]1[CH:11]=[CH:10][CH:9]=[C:8]([F:12])[C:7]=1[F:13])=[O:4].[Br:14][C:15]1[CH:16]=[N:17][NH:18][CH:19]=1.C(=O)([O-])[O-].[K+].[K+].O. The catalyst is CC(N(C)C)=O. The product is [Br:14][C:15]1[CH:16]=[N:17][N:18]([CH2:2][C:3]([NH:5][C:6]2[CH:11]=[CH:10][CH:9]=[C:8]([F:12])[C:7]=2[F:13])=[O:4])[CH:19]=1. The yield is 0.830. (3) The reactants are [NH:1]1[C:9]2[C:4](=[CH:5][CH:6]=[C:7]([C:10]#[N:11])[CH:8]=2)[CH2:3][CH2:2]1.C1C(=O)N([Br:19])C(=O)C1.C(=O)(O)[O-].[Na+]. The catalyst is CC#N. The product is [Br:19][C:6]1[CH:5]=[C:4]2[C:9](=[CH:8][C:7]=1[C:10]#[N:11])[NH:1][CH2:2][CH2:3]2. The yield is 0.580. (4) The reactants are [Br:1][C:2]1[CH:3]=[CH:4][C:5]2[S:9][C:8](SC)=[N:7][C:6]=2[CH:12]=1.[CH:13]([N:16]1[CH2:21][CH2:20][NH:19][CH2:18][CH2:17]1)([CH3:15])[CH3:14].N1C=CC=CC=1. No catalyst specified. The product is [Br:1][C:2]1[CH:3]=[CH:4][C:5]2[S:9][C:8]([N:19]3[CH2:20][CH2:21][N:16]([CH:13]([CH3:15])[CH3:14])[CH2:17][CH2:18]3)=[N:7][C:6]=2[CH:12]=1. The yield is 0.770. (5) The reactants are [NH2:1][C:2]1[S:3][CH:4]=[CH:5][C:6]=1[C:7]([O:9]CC)=O.Cl.Cl[C:14]([NH2:16])=[NH:15].CS(C)(=O)=O.[OH-].[NH4+]. The catalyst is O. The product is [NH2:15][C:14]1[NH:16][C:7](=[O:9])[C:6]2[CH:5]=[CH:4][S:3][C:2]=2[N:1]=1. The yield is 0.450. (6) The reactants are [F:1][C:2]1[CH:3]=[C:4]([N:11]2[C:15](=[O:16])[NH:14][N:13]=[N:12]2)[CH:5]=[C:6]([N+:8]([O-:10])=[O:9])[CH:7]=1.[C:17]([O-])([O-])=O.[K+].[K+].IC.O. The catalyst is CN(C=O)C.CCOC(C)=O. The product is [F:1][C:2]1[CH:3]=[C:4]([N:11]2[C:15](=[O:16])[N:14]([CH3:17])[N:13]=[N:12]2)[CH:5]=[C:6]([N+:8]([O-:10])=[O:9])[CH:7]=1. The yield is 0.980. (7) The reactants are [CH3:1][C:2]1[O:6][C:5]([C:7]2[CH:12]=[CH:11][C:10]([C:13]3[S:14][CH:15]=[CH:16][CH:17]=3)=[CH:9][CH:8]=2)=[N:4][C:3]=1[CH2:18][CH2:19][O:20]S(C1C=CC(C)=CC=1)(=O)=O.C([O:33][C:34](=[O:52])[C:35]([CH3:51])([O:44][C:45]1[CH:50]=[CH:49][CH:48]=[CH:47][CH:46]=1)[CH2:36][C:37]1[CH:42]=[CH:41][C:40](O)=[CH:39][CH:38]=1)C. The catalyst is C(O)C. The product is [CH3:51][C:35]([O:44][C:45]1[CH:50]=[CH:49][CH:48]=[CH:47][CH:46]=1)([CH2:36][C:37]1[CH:42]=[CH:41][C:40]([O:20][CH2:19][CH2:18][C:3]2[N:4]=[C:5]([C:7]3[CH:8]=[CH:9][C:10]([C:13]4[S:14][CH:15]=[CH:16][CH:17]=4)=[CH:11][CH:12]=3)[O:6][C:2]=2[CH3:1])=[CH:39][CH:38]=1)[C:34]([OH:52])=[O:33]. The yield is 0.240. (8) The reactants are [CH3:1][Si:2]([CH3:10])([CH3:9])[O:3][C:4]([CH3:8])([C:6]#[CH:7])[CH3:5].[Li]CCCC.CON(C)[C:19](=[O:26])[C:20]1[CH:25]=[CH:24][N:23]=[CH:22][CH:21]=1. The catalyst is C1COCC1. The product is [CH3:5][C:4]([O:3][Si:2]([CH3:10])([CH3:9])[CH3:1])([CH3:8])[C:6]#[C:7][C:19]([C:20]1[CH:25]=[CH:24][N:23]=[CH:22][CH:21]=1)=[O:26]. The yield is 0.570.